Dataset: NCI-60 drug combinations with 297,098 pairs across 59 cell lines. Task: Regression. Given two drug SMILES strings and cell line genomic features, predict the synergy score measuring deviation from expected non-interaction effect. (1) Drug 1: CC1=C2C(C(=O)C3(C(CC4C(C3C(C(C2(C)C)(CC1OC(=O)C(C(C5=CC=CC=C5)NC(=O)C6=CC=CC=C6)O)O)OC(=O)C7=CC=CC=C7)(CO4)OC(=O)C)O)C)OC(=O)C. Synergy scores: CSS=30.0, Synergy_ZIP=-12.9, Synergy_Bliss=-3.39, Synergy_Loewe=-2.35, Synergy_HSA=0.734. Cell line: HOP-92. Drug 2: CCC1(C2=C(COC1=O)C(=O)N3CC4=CC5=C(C=CC(=C5CN(C)C)O)N=C4C3=C2)O.Cl. (2) Drug 1: C1=NC2=C(N=C(N=C2N1C3C(C(C(O3)CO)O)O)F)N. Drug 2: CCCCCOC(=O)NC1=NC(=O)N(C=C1F)C2C(C(C(O2)C)O)O. Cell line: HCT116. Synergy scores: CSS=2.68, Synergy_ZIP=8.57, Synergy_Bliss=3.95, Synergy_Loewe=-4.49, Synergy_HSA=0.380. (3) Drug 1: CC1=C(C=C(C=C1)NC(=O)C2=CC=C(C=C2)CN3CCN(CC3)C)NC4=NC=CC(=N4)C5=CN=CC=C5. Drug 2: C1CC(=O)NC(=O)C1N2C(=O)C3=CC=CC=C3C2=O. Cell line: SK-MEL-5. Synergy scores: CSS=1.25, Synergy_ZIP=-2.82, Synergy_Bliss=-0.855, Synergy_Loewe=-7.61, Synergy_HSA=-1.52. (4) Drug 1: CC1C(C(CC(O1)OC2CC(CC3=C2C(=C4C(=C3O)C(=O)C5=C(C4=O)C(=CC=C5)OC)O)(C(=O)CO)O)N)O.Cl. Drug 2: C1CN(P(=O)(OC1)NCCCl)CCCl. Cell line: DU-145. Synergy scores: CSS=-1.50, Synergy_ZIP=7.43, Synergy_Bliss=-1.09, Synergy_Loewe=-0.977, Synergy_HSA=-4.69. (5) Drug 1: CN(C)N=NC1=C(NC=N1)C(=O)N. Drug 2: CNC(=O)C1=NC=CC(=C1)OC2=CC=C(C=C2)NC(=O)NC3=CC(=C(C=C3)Cl)C(F)(F)F. Cell line: 786-0. Synergy scores: CSS=17.3, Synergy_ZIP=-9.24, Synergy_Bliss=-5.81, Synergy_Loewe=-23.2, Synergy_HSA=-5.98. (6) Drug 1: CC=C1C(=O)NC(C(=O)OC2CC(=O)NC(C(=O)NC(CSSCCC=C2)C(=O)N1)C(C)C)C(C)C. Drug 2: C1CC(=O)NC(=O)C1N2C(=O)C3=CC=CC=C3C2=O. Cell line: MALME-3M. Synergy scores: CSS=50.9, Synergy_ZIP=6.34, Synergy_Bliss=3.37, Synergy_Loewe=-36.9, Synergy_HSA=0.932.